This data is from NCI-60 drug combinations with 297,098 pairs across 59 cell lines. The task is: Regression. Given two drug SMILES strings and cell line genomic features, predict the synergy score measuring deviation from expected non-interaction effect. (1) Drug 1: C1C(C(OC1N2C=NC3=C(N=C(N=C32)Cl)N)CO)O. Drug 2: CC1=C(C(CCC1)(C)C)C=CC(=CC=CC(=CC(=O)O)C)C. Cell line: MALME-3M. Synergy scores: CSS=21.1, Synergy_ZIP=-6.63, Synergy_Bliss=-1.83, Synergy_Loewe=3.02, Synergy_HSA=3.90. (2) Drug 1: C1=CC=C(C(=C1)C(C2=CC=C(C=C2)Cl)C(Cl)Cl)Cl. Drug 2: CCCCCOC(=O)NC1=NC(=O)N(C=C1F)C2C(C(C(O2)C)O)O. Cell line: SNB-75. Synergy scores: CSS=-3.39, Synergy_ZIP=0.861, Synergy_Bliss=0.774, Synergy_Loewe=-2.48, Synergy_HSA=-2.13.